Dataset: Full USPTO retrosynthesis dataset with 1.9M reactions from patents (1976-2016). Task: Predict the reactants needed to synthesize the given product. (1) Given the product [C:1]1([N:7]2[C:11]3=[N:12][C:13]([O:20][CH2:29][C:28]4[N:24]([CH3:23])[N:25]=[CH:26][N:27]=4)=[C:14]([C:16]([O:18][CH3:19])=[O:17])[CH:15]=[C:10]3[N:9]=[N:8]2)[CH:2]=[CH:3][CH:4]=[CH:5][CH:6]=1, predict the reactants needed to synthesize it. The reactants are: [C:1]1([N:7]2[C:11]3[NH:12][C:13](=[O:20])[C:14]([C:16]([O:18][CH3:19])=[O:17])=[CH:15][C:10]=3[N:9]=[N:8]2)[CH:6]=[CH:5][CH:4]=[CH:3][CH:2]=1.[H-].[Na+].[CH3:23][N:24]1[C:28]([CH2:29]Cl)=[N:27][CH:26]=[N:25]1.O. (2) Given the product [NH2:1][C:2]1[N:3]=[C:4]([NH:25][CH:22]2[CH2:24][CH2:23]2)[C:5]2[CH:10]=[CH:9][N:8]([C@@H:11]3[O:17][C@H:16]([CH2:18][OH:19])[C@@H:14]([OH:15])[C@@:12]3([CH3:20])[OH:13])[C:6]=2[N:7]=1, predict the reactants needed to synthesize it. The reactants are: [NH2:1][C:2]1[N:3]=[C:4](Cl)[C:5]2[CH:10]=[CH:9][N:8]([C@@H:11]3[O:17][C@H:16]([CH2:18][OH:19])[C@@H:14]([OH:15])[C@@:12]3([CH3:20])[OH:13])[C:6]=2[N:7]=1.[CH:22]1([NH2:25])[CH2:24][CH2:23]1. (3) Given the product [CH3:18][O:19][C:20]1[CH:21]=[C:22]([CH:24]=[CH:25][C:26]=1[O:27][CH3:28])[NH:23][C:2]1[CH:7]=[C:6]([C:8]([F:11])([F:10])[F:9])[N:5]=[C:4]([C:12]2[CH:17]=[CH:16][CH:15]=[CH:14][CH:13]=2)[N:3]=1, predict the reactants needed to synthesize it. The reactants are: Cl[C:2]1[CH:7]=[C:6]([C:8]([F:11])([F:10])[F:9])[N:5]=[C:4]([C:12]2[CH:17]=[CH:16][CH:15]=[CH:14][CH:13]=2)[N:3]=1.[CH3:18][O:19][C:20]1[CH:21]=[C:22]([CH:24]=[CH:25][C:26]=1[O:27][CH3:28])[NH2:23]. (4) Given the product [N:28]1([C:26]([O:25][C:21]([CH3:24])([CH3:23])[CH3:22])=[O:27])[CH2:32][CH2:31][CH2:30][C@H:29]1[C:33]([O:35][CH2:18][C:17]([C:9]1[CH:8]=[CH:7][C:6]2[C:5]3[C:13](=[CH:14][C:2]([Br:1])=[CH:3][CH:4]=3)[C:12]([F:16])([F:15])[C:11]=2[CH:10]=1)=[O:20])=[O:34], predict the reactants needed to synthesize it. The reactants are: [Br:1][C:2]1[CH:14]=[C:13]2[C:5]([C:6]3[CH:7]=[CH:8][C:9]([C:17](=[O:20])[CH2:18]Cl)=[CH:10][C:11]=3[C:12]2([F:16])[F:15])=[CH:4][CH:3]=1.[C:21]([O:25][C:26]([N:28]1[CH2:32][CH2:31][CH2:30][C@H:29]1[C:33]([OH:35])=[O:34])=[O:27])([CH3:24])([CH3:23])[CH3:22].C(=O)([O-])[O-].[K+].[K+].[I-].[K+]. (5) Given the product [CH3:21][N:7]1[CH2:8][CH2:9][N:4]2[N:3]=[C:2]([NH:10][C:11](=[O:17])[O:12][C:13]([CH3:14])([CH3:16])[CH3:15])[N:1]=[C:5]2[CH2:6]1, predict the reactants needed to synthesize it. The reactants are: [N:1]1[C:2]([NH:10][C:11](=[O:17])[O:12][C:13]([CH3:16])([CH3:15])[CH3:14])=[N:3][N:4]2[CH2:9][CH2:8][NH:7][CH2:6][C:5]=12.C=O.[BH3-][C:21]#N.[Na+]. (6) The reactants are: [CH2:1]([O:8][N:9]1[C:15](=[O:16])[N:14]2[CH2:17][C@H:10]1[CH2:11][CH2:12][C@H:13]2[C:18]([OH:20])=O)[C:2]1[CH:7]=[CH:6][CH:5]=[CH:4][CH:3]=1.[CH3:21][O:22][CH2:23][C:24]([NH:26][NH2:27])=[O:25].ON1C2C=CC=CC=2N=N1.Cl.C(N=C=NCCCN(C)C)C. Given the product [CH2:1]([O:8][N:9]1[C:15](=[O:16])[N:14]2[CH2:17][C@H:10]1[CH2:11][CH2:12][C@H:13]2[C:18]([NH:27][NH:26][C:24](=[O:25])[CH2:23][O:22][CH3:21])=[O:20])[C:2]1[CH:3]=[CH:4][CH:5]=[CH:6][CH:7]=1, predict the reactants needed to synthesize it. (7) Given the product [CH3:24][P:22]([C:25]1[CH:31]=[CH:30][C:28]([NH:29][C:2]2[N:7]=[C:6]([NH:8][C:9]3[CH:14]=[CH:13][CH:12]=[CH:11][C:10]=3[S:15]([CH:18]([CH3:20])[CH3:19])(=[O:17])=[O:16])[CH:5]=[CH:4][N:3]=2)=[C:27]([O:32][CH3:33])[CH:26]=1)([CH3:21])=[O:23], predict the reactants needed to synthesize it. The reactants are: Cl[C:2]1[N:7]=[C:6]([NH:8][C:9]2[CH:14]=[CH:13][CH:12]=[CH:11][C:10]=2[S:15]([CH:18]([CH3:20])[CH3:19])(=[O:17])=[O:16])[CH:5]=[CH:4][N:3]=1.[CH3:21][P:22]([C:25]1[CH:31]=[CH:30][C:28]([NH2:29])=[C:27]([O:32][CH3:33])[CH:26]=1)([CH3:24])=[O:23].Cl. (8) Given the product [CH3:1][C:2]1[C:10]([O:11][C@H:12]2[CH2:13][CH2:14][C@H:15]([N:18]3[CH2:29][CH2:28][CH2:27][CH2:26]3)[CH2:16][CH2:17]2)=[CH:9][CH:8]=[C:7]2[C:3]=1[CH:4]=[N:5][N:6]2[CH:19]1[CH2:24][CH2:23][CH2:22][CH2:21][O:20]1, predict the reactants needed to synthesize it. The reactants are: [CH3:1][C:2]1[C:10]([O:11][C@H:12]2[CH2:17][CH2:16][C@H:15]([NH2:18])[CH2:14][CH2:13]2)=[CH:9][CH:8]=[C:7]2[C:3]=1[CH:4]=[N:5][N:6]2[CH:19]1[CH2:24][CH2:23][CH2:22][CH2:21][O:20]1.Br[CH2:26][CH2:27][CH2:28][CH2:29]Br.C(=O)([O-])[O-].[K+].[K+].[OH-].[Na+]. (9) Given the product [Br:1][C:2]1[C:3]([O:12][CH2:13][CH:14]2[CH2:16][CH2:15]2)=[CH:4][C:5](=[O:11])[N:6]([CH2:8][S:9]([CH3:10])(=[O:25])=[O:28])[CH:7]=1, predict the reactants needed to synthesize it. The reactants are: [Br:1][C:2]1[C:3]([O:12][CH2:13][CH:14]2[CH2:16][CH2:15]2)=[CH:4][C:5](=[O:11])[N:6]([CH2:8][S:9][CH3:10])[CH:7]=1.C1C=C(Cl)C=C(C(OO)=[O:25])C=1.[OH2:28]. (10) Given the product [C:11]1([CH3:24])[CH:16]=[C:15]([CH3:17])[CH:14]=[C:13]([CH3:18])[C:12]=1[S:19]([O-:22])(=[O:21])=[O:20].[NH2:23][N+:6]1[CH:7]=[CH:8][CH:9]=[CH:10][C:5]=1[C:1]#[C:2][CH2:3][CH3:4], predict the reactants needed to synthesize it. The reactants are: [C:1]([C:5]1[CH:10]=[CH:9][CH:8]=[CH:7][N:6]=1)#[C:2][CH2:3][CH3:4].[C:11]1([CH3:24])[CH:16]=[C:15]([CH3:17])[CH:14]=[C:13]([CH3:18])[C:12]=1[S:19]([O:22][NH2:23])(=[O:21])=[O:20].C(OCC)C.